From a dataset of Reaction yield outcomes from USPTO patents with 853,638 reactions. Predict the reaction yield, written as a fraction of the theoretical maximum amount of product (1.0 means a 100% yield; for example, 0.34 means a 34% yield). (1) The reactants are Cl[C:2]1[C:7]([C:8]2[CH:13]=[CH:12][N:11]3[N:14]=[CH:15][C:16]([C:17]#[N:18])=[C:10]3[N:9]=2)=[CH:6][CH:5]=[CH:4][N:3]=1.Br[C:20]1[CH:25]=[CH:24][CH:23]=[C:22]([C:26]([F:29])([F:28])[F:27])[N:21]=1. No catalyst specified. The product is [F:27][C:26]([F:29])([F:28])[C:22]1[N:21]=[C:20]([C:2]2[C:7]([C:8]3[CH:13]=[CH:12][N:11]4[N:14]=[CH:15][C:16]([C:17]#[N:18])=[C:10]4[N:9]=3)=[CH:6][CH:5]=[CH:4][N:3]=2)[CH:25]=[CH:24][CH:23]=1. The yield is 0.489. (2) The catalyst is O. The reactants are [Cl:1][C:2]1[CH:20]=[C:19]([OH:21])[CH:18]=[C:17]([Cl:22])[C:3]=1[CH2:4][CH:5]1[CH2:9][CH2:8][N:7]([CH:10]2[CH2:15][CH2:14][CH2:13][CH2:12][CH2:11]2)[C:6]1=[O:16].N1C=CC=CC=1.[O:29](S(C(F)(F)F)(=O)=O)[S:30]([C:33]([F:36])([F:35])[F:34])(=O)=[O:31]. The yield is 0.820. The product is [F:34][C:33]([F:36])([F:35])[S:30]([O:21][C:19]1[CH:18]=[C:17]([Cl:22])[C:3]([CH2:4][CH:5]2[CH2:9][CH2:8][N:7]([CH:10]3[CH2:11][CH2:12][CH2:13][CH2:14][CH2:15]3)[C:6]2=[O:16])=[C:2]([Cl:1])[CH:20]=1)(=[O:31])=[O:29]. (3) The reactants are [CH3:1][O:2][C:3](=[O:24])[C:4]1[CH:9]=[C:8]([C:10](=O)[CH3:11])[C:7](F)=[C:6]([F:14])[C:5]=1[NH:15][C:16]1[CH:21]=[CH:20][C:19]([Br:22])=[CH:18][C:17]=1[Cl:23].C(O)(=O)C.[CH:29]([NH2:31])=[NH:30]. The catalyst is CC(N(C)C)=O.CCOC(C)=O. The product is [CH3:1][O:2][C:3]([C:4]1[CH:9]=[C:8]2[C:7](=[C:6]([F:14])[C:5]=1[NH:15][C:16]1[CH:21]=[CH:20][C:19]([Br:22])=[CH:18][C:17]=1[Cl:23])[N:31]=[CH:29][N:30]=[C:10]2[CH3:11])=[O:24]. The yield is 0.480. (4) The reactants are Cl[C:2]1[N:3]=[C:4]([OH:12])[C:5]2[CH:11]=[CH:10][N:9]=[CH:8][C:6]=2[N:7]=1.[CH2:13]([N:20]1[CH:28]=[C:27]2[C:22]([CH:23]=[CH:24][C:25]([OH:29])=[CH:26]2)=[N:21]1)[C:14]1[CH:19]=[CH:18][CH:17]=[CH:16][CH:15]=1. No catalyst specified. The product is [CH2:13]([N:20]1[CH:28]=[C:27]2[C:22]([CH:23]=[CH:24][C:25]([O:29][C:2]3[N:3]=[C:4]([OH:12])[C:5]4[CH:11]=[CH:10][N:9]=[CH:8][C:6]=4[N:7]=3)=[CH:26]2)=[N:21]1)[C:14]1[CH:15]=[CH:16][CH:17]=[CH:18][CH:19]=1. The yield is 0.160.